This data is from Reaction yield outcomes from USPTO patents with 853,638 reactions. The task is: Predict the reaction yield, written as a fraction of the theoretical maximum amount of product (1.0 means a 100% yield; for example, 0.34 means a 34% yield). (1) The reactants are [Cl:1]CCOC(Cl)=O.[CH:8]1[C:20]2[CH:19]([CH2:21][O:22][C:23]([N:25]3[CH2:30][CH2:29][N:28]([CH:31]4[CH2:36][CH2:35][N:34](CC5C=CC=CC=5)[CH2:33][CH2:32]4)[CH2:27][CH2:26]3)=[O:24])[C:18]3[C:13](=[CH:14][CH:15]=[CH:16][CH:17]=3)[C:12]=2[CH:11]=[CH:10][CH:9]=1. The catalyst is C(Cl)Cl. The product is [ClH:1].[CH:17]1[C:18]2[CH:19]([CH2:21][O:22][C:23]([N:25]3[CH2:30][CH2:29][N:28]([CH:31]4[CH2:36][CH2:35][NH:34][CH2:33][CH2:32]4)[CH2:27][CH2:26]3)=[O:24])[C:20]3[C:12](=[CH:11][CH:10]=[CH:9][CH:8]=3)[C:13]=2[CH:14]=[CH:15][CH:16]=1. The yield is 0.810. (2) The reactants are [H-].[H-].[H-].[H-].[Li+].[Al+3].[CH2:7]([O:25][C:26]1[CH:31]=[CH:30][C:29]([CH2:32][C:33]([O-:35])=O)=[CH:28][CH:27]=1)[CH2:8][CH2:9][CH2:10][CH2:11][CH2:12][CH2:13][CH2:14][CH2:15][CH2:16][CH2:17][CH2:18][CH2:19][CH2:20][CH2:21][CH2:22][CH2:23][CH3:24].C1C[O:39][CH2:38]C1. No catalyst specified. The product is [CH2:7]([O:25][C:26]1[CH:27]=[CH:28][C:29]([CH:32]([CH2:33][OH:35])[CH2:38][OH:39])=[CH:30][CH:31]=1)[CH2:8][CH2:9][CH2:10][CH2:11][CH2:12][CH2:13][CH2:14][CH2:15][CH2:16][CH2:17][CH2:18][CH2:19][CH2:20][CH2:21][CH2:22][CH2:23][CH3:24]. The yield is 0.910. (3) The reactants are [Cl:1][C:2]1[CH:3]=[CH:4][C:5]([N+:10]([O-:12])=[O:11])=[C:6]([CH:9]=1)[CH2:7]O.C(N(CC)CC)C.S(Cl)([Cl:22])=O. The catalyst is ClCCl. The product is [Cl:1][C:2]1[CH:3]=[CH:4][C:5]([N+:10]([O-:12])=[O:11])=[C:6]([CH2:7][Cl:22])[CH:9]=1. The yield is 0.990. (4) The reactants are [CH3:1][O:2][C:3](=[O:12])[C:4]1[CH:9]=[CH:8][CH:7]=[C:6]([NH:10][CH3:11])[CH:5]=1.C(=O)(O)[O-].[Na+].[C:18](Cl)(=[O:21])[CH:19]=[CH2:20]. The catalyst is C(Cl)Cl. The product is [CH3:1][O:2][C:3](=[O:12])[C:4]1[CH:9]=[CH:8][CH:7]=[C:6]([NH:10][CH2:11][C:18](=[O:21])[CH:19]=[CH2:20])[CH:5]=1. The yield is 1.00. (5) The reactants are [CH3:1][C:2]1[N:3]=[C:4]([C:14]2[CH:19]=[CH:18][CH:17]=[CH:16][C:15]=2[O:20][CH2:21][C:22]2[CH:27]=[CH:26][CH:25]=[CH:24][CH:23]=2)[NH:5][C:6](=[O:13])[C:7]=1[C:8]([O:10][CH2:11][CH3:12])=[O:9].[H-].[Li+].Br[CH2:31][CH2:32][C:33]1[CH:38]=[CH:37][CH:36]=[CH:35][CH:34]=1. The catalyst is CN(C=O)C. The product is [CH3:1][C:2]1[N:3]=[C:4]([C:14]2[CH:19]=[CH:18][CH:17]=[CH:16][C:15]=2[O:20][CH2:21][C:22]2[CH:27]=[CH:26][CH:25]=[CH:24][CH:23]=2)[N:5]([CH2:31][CH2:32][C:33]2[CH:38]=[CH:37][CH:36]=[CH:35][CH:34]=2)[C:6](=[O:13])[C:7]=1[C:8]([O:10][CH2:11][CH3:12])=[O:9]. The yield is 0.0400.